This data is from Forward reaction prediction with 1.9M reactions from USPTO patents (1976-2016). The task is: Predict the product of the given reaction. (1) Given the reactants [CH3:1][C:2]1[S:3][C:4]([C:13]([OH:15])=O)=[C:5]([C:7]2[CH:12]=[CH:11][CH:10]=[CH:9][CH:8]=2)[N:6]=1.[CH3:16][O:17][C:18]1[CH:19]=[C:20]([N:26]2[CH2:31][CH2:30][NH:29][CH2:28][CH2:27]2)[CH:21]=[C:22]([O:24][CH3:25])[CH:23]=1.Cl.CN(C)CCCN=C=NCC.O.ON1C2C=CC=CC=2N=N1, predict the reaction product. The product is: [CH3:16][O:17][C:18]1[CH:19]=[C:20]([N:26]2[CH2:27][CH2:28][N:29]([C:13]([C:4]3[S:3][C:2]([CH3:1])=[N:6][C:5]=3[C:7]3[CH:8]=[CH:9][CH:10]=[CH:11][CH:12]=3)=[O:15])[CH2:30][CH2:31]2)[CH:21]=[C:22]([O:24][CH3:25])[CH:23]=1. (2) Given the reactants Cl[C:2]1[N:22]=[C:5]2[C:6]([C:10]3[CH:11]=[N:12][N:13]([C:15]4[CH:20]=[CH:19][C:18]([F:21])=[CH:17][CH:16]=4)[CH:14]=3)=[CH:7][CH:8]=[CH:9][N:4]2[N:3]=1.[CH3:23][N:24]1[CH2:29][CH2:28][N:27]([C:30]2[CH:31]=[C:32]([CH:34]=[CH:35][CH:36]=2)[NH2:33])[CH2:26][CH2:25]1.C1(P(C2CCCCC2)C2C=CC=CC=2C2C=CC=CC=2P(C2CCCCC2)C2CCCCC2)CCCCC1, predict the reaction product. The product is: [F:21][C:18]1[CH:19]=[CH:20][C:15]([N:13]2[CH:14]=[C:10]([C:6]3[C:5]4[N:4]([N:3]=[C:2]([NH:33][C:32]5[CH:34]=[CH:35][CH:36]=[C:30]([N:27]6[CH2:26][CH2:25][N:24]([CH3:23])[CH2:29][CH2:28]6)[CH:31]=5)[N:22]=4)[CH:9]=[CH:8][CH:7]=3)[CH:11]=[N:12]2)=[CH:16][CH:17]=1. (3) Given the reactants Cl.[C:2]([O:5][C:6]1[CH:15]=[CH:14][CH:13]=[C:12]2[C:7]=1[CH:8]=[CH:9][CH:10]=[N:11]2)(=[O:4])[CH3:3], predict the reaction product. The product is: [C:2]([O:5][C:6]1[CH:15]=[CH:14][CH:13]=[C:12]2[C:7]=1[CH2:8][CH2:9][CH2:10][NH:11]2)(=[O:4])[CH3:3]. (4) Given the reactants [NH2:1][C@H:2]([C:13]1C=NC=C(Br)C=1)[C@@H:3]([C:5]1[CH:10]=[C:9]([F:11])[CH:8]=[CH:7][C:6]=1F)[OH:4].[Cl:20][C:21]1[N:26]=C[N:24]=[C:23]([C@@H](NC(=O)OC(C)(C)C)[C@@H](C2C=CC=C(F)C=2)O)[CH:22]=1.O.C(O)(C(F)(F)F)=O, predict the reaction product. The product is: [ClH:20].[ClH:20].[NH2:1][C@H:2]([C:13]1[N:26]=[C:21]([Cl:20])[CH:22]=[CH:23][N:24]=1)[C@@H:3]([C:5]1[CH:6]=[CH:7][CH:8]=[C:9]([F:11])[CH:10]=1)[OH:4].